This data is from Reaction yield outcomes from USPTO patents with 853,638 reactions. The task is: Predict the reaction yield, written as a fraction of the theoretical maximum amount of product (1.0 means a 100% yield; for example, 0.34 means a 34% yield). (1) The reactants are [CH2:1]([O:3][C:4](=[O:18])[CH2:5][O:6][C:7]1[CH:12]=[CH:11][C:10]([CH2:13][CH2:14][CH2:15][OH:16])=[CH:9][C:8]=1I)[CH3:2].[CH3:19]B(O)O.[F-].[Cs+]. The catalyst is O1CCOCC1. The product is [CH2:1]([O:3][C:4](=[O:18])[CH2:5][O:6][C:7]1[CH:12]=[CH:11][C:10]([CH2:13][CH2:14][CH2:15][OH:16])=[CH:9][C:8]=1[CH3:19])[CH3:2]. The yield is 0.540. (2) The reactants are [BH4-].[Na+].[Br:3][C:4]1[CH:11]=[CH:10][C:7]([C:8]#[N:9])=[CH:6][C:5]=1[CH3:12].[CH3:13][C:14]([O:17][C:18](O[C:18]([O:17][C:14]([CH3:16])([CH3:15])[CH3:13])=[O:19])=[O:19])([CH3:16])[CH3:15]. The catalyst is CO.Cl[Ni]Cl. The product is [C:14]([O:17][C:18](=[O:19])[NH:9][CH2:8][C:7]1[CH:10]=[CH:11][C:4]([Br:3])=[C:5]([CH3:12])[CH:6]=1)([CH3:16])([CH3:15])[CH3:13]. The yield is 0.630. (3) The reactants are [O-:1][C:2]#[N:3].[K+].[I:5][C:6]1[CH:12]=[CH:11][CH:10]=[CH:9][C:7]=1[NH2:8]. The catalyst is O.C(O)(=O)C. The product is [I:5][C:6]1[CH:12]=[CH:11][CH:10]=[CH:9][C:7]=1[NH:8][C:2]([NH2:3])=[O:1]. The yield is 0.960. (4) The reactants are [CH3:1][O:2][C:3]1[CH:4]=[CH:5][C:6]2[CH2:12][CH2:11][CH2:10][C:9](=[O:13])[NH:8][C:7]=2[CH:14]=1.[H-].[Na+].I[CH2:18][CH3:19]. The catalyst is CN(C)C=O. The product is [CH2:18]([N:8]1[C:9](=[O:13])[CH2:10][CH2:11][CH2:12][C:6]2[CH:5]=[CH:4][C:3]([O:2][CH3:1])=[CH:14][C:7]1=2)[CH3:19]. The yield is 0.940. (5) The product is [Br:1][C:2]1[CH:7]=[CH:6][CH:5]=[C:4]([CH2:8][CH2:9][CH2:10][CH3:11])[CH:3]=1. The yield is 0.860. The reactants are [Br:1][C:2]1[CH:3]=[C:4]([C:8](=O)[CH2:9][CH2:10][CH3:11])[CH:5]=[CH:6][CH:7]=1.COCCOCCOC.NN.[OH-].[K+]. The catalyst is O. (6) The reactants are [N+:1]([C:4]1[CH:9]=[CH:8][C:7]([C:10]2[CH:15]=[CH:14][C:13]([S:16]([OH:19])(=[O:18])=[O:17])=[CH:12][CH:11]=2)=[CH:6][CH:5]=1)([O-])=O.[Sn](Cl)Cl.C1COCC1. The catalyst is O. The product is [NH2:1][C:4]1[CH:9]=[CH:8][C:7]([C:10]2[CH:15]=[CH:14][C:13]([S:16]([OH:19])(=[O:17])=[O:18])=[CH:12][CH:11]=2)=[CH:6][CH:5]=1. The yield is 0.730. (7) The reactants are [F:1][C:2]1[C:10]([C:11]2[CH:16]=[CH:15][C:14]([C:17]3([OH:21])[CH2:20][CH2:19][CH2:18]3)=[CH:13][CH:12]=2)=[C:9]([F:22])[CH:8]=[C:7]2[C:3]=1[C:4]([CH:23]=[O:24])=[CH:5][NH:6]2.O.[OH:26]P([O-])(O)=O.[Na+].Cl([O-])=O.[Na+].CC(=CC)C.C(O)(=O)CC(CC(O)=O)(C(O)=O)O. The catalyst is CC#N.O.C(O)(C)(C)C. The product is [F:1][C:2]1[C:10]([C:11]2[CH:12]=[CH:13][C:14]([C:17]3([OH:21])[CH2:18][CH2:19][CH2:20]3)=[CH:15][CH:16]=2)=[C:9]([F:22])[CH:8]=[C:7]2[C:3]=1[C:4]([C:23]([OH:26])=[O:24])=[CH:5][NH:6]2. The yield is 0.240. (8) The catalyst is O1CCCC1. The yield is 0.280. The product is [NH:18]1[CH:19]=[N:20][C:16]([C:12]2[CH:11]=[C:10]3[C:15](=[CH:14][CH:13]=2)[NH:7][N:8]=[C:9]3[C:40]2[CH:45]=[CH:44][C:43]([NH:46][S:48]([CH3:47])(=[O:50])=[O:49])=[CH:42][CH:41]=2)=[N:17]1. The reactants are O1CCCCC1[N:7]1[C:15]2[C:10](=[CH:11][C:12]([C:16]3[N:20]=[CH:19][N:18](C(C4C=CC=CC=4)(C4C=CC=CC=4)C4C=CC=CC=4)[N:17]=3)=[CH:13][CH:14]=2)[C:9]([C:40]2[CH:45]=[CH:44][C:43]([NH2:46])=[CH:42][CH:41]=2)=[N:8]1.[CH3:47][S:48](Cl)(=[O:50])=[O:49].C(N(CC)CC)C.